Predict the reaction yield, written as a fraction of the theoretical maximum amount of product (1.0 means a 100% yield; for example, 0.34 means a 34% yield). From a dataset of Reaction yield outcomes from USPTO patents with 853,638 reactions. (1) The reactants are [Br:1][C:2]1[CH:7]=[C:6]([F:8])[CH:5]=[C:4]([Br:9])[C:3]=1I.C([Mg]Cl)(C)C.CN([CH:19]=[O:20])C. The catalyst is C1(C)C=CC=CC=1. The product is [Br:1][C:2]1[CH:7]=[C:6]([F:8])[CH:5]=[C:4]([Br:9])[C:3]=1[CH:19]=[O:20]. The yield is 0.540. (2) The reactants are Cl[C:2]1[N:7]=[CH:6][N:5]=[C:4]([NH2:8])[C:3]=1[C:9]1[O:13][N:12]=[C:11]([CH3:14])[N:10]=1.[NH2:15][C@H:16]([C:19]1[N:20]([C:31]2[CH:36]=[CH:35][CH:34]=[CH:33][CH:32]=2)[C:21](=[O:30])[C:22]2[C:27]([CH:28]=1)=[CH:26][CH:25]=[CH:24][C:23]=2[CH3:29])[CH2:17][CH3:18].CCN(C(C)C)C(C)C.CCOC(C)=O. The catalyst is CCCCO. The product is [NH2:8][C:4]1[N:5]=[CH:6][N:7]=[C:2]([NH:15][C@H:16]([C:19]2[N:20]([C:31]3[CH:36]=[CH:35][CH:34]=[CH:33][CH:32]=3)[C:21](=[O:30])[C:22]3[C:27]([CH:28]=2)=[CH:26][CH:25]=[CH:24][C:23]=3[CH3:29])[CH2:17][CH3:18])[C:3]=1[C:9]1[O:13][N:12]=[C:11]([CH3:14])[N:10]=1. The yield is 0.730. (3) The reactants are C[O:2][C:3](=[O:22])[CH:4]([C:11]1[CH:16]=[CH:15][C:14]([S:17]([CH3:20])(=[O:19])=[O:18])=[C:13]([Cl:21])[CH:12]=1)[CH2:5][CH:6]1[CH2:10][CH2:9][O:8][CH2:7]1.[OH-].[K+]. The catalyst is C(O)C.O. The product is [Cl:21][C:13]1[CH:12]=[C:11]([CH:4]([CH2:5][CH:6]2[CH2:10][CH2:9][O:8][CH2:7]2)[C:3]([OH:22])=[O:2])[CH:16]=[CH:15][C:14]=1[S:17]([CH3:20])(=[O:19])=[O:18]. The yield is 0.940. (4) The reactants are [F:1][CH2:2][CH:3]1[CH2:8][NH:7][CH2:6][CH2:5][N:4]1[CH3:9].Br[C:11]1[CH:12]=[CH:13][C:14]([N+:17]([O-:19])=[O:18])=[N:15][CH:16]=1.C(=O)([O-])[O-].[Cs+].[Cs+].CC1(C)C2C(=C(P(C3C=CC=CC=3)C3C=CC=CC=3)C=CC=2)OC2C(P(C3C=CC=CC=3)C3C=CC=CC=3)=CC=CC1=2. The catalyst is C1C=CC(/C=C/C(/C=C/C2C=CC=CC=2)=O)=CC=1.C1C=CC(/C=C/C(/C=C/C2C=CC=CC=2)=O)=CC=1.C1C=CC(/C=C/C(/C=C/C2C=CC=CC=2)=O)=CC=1.[Pd].[Pd]. The product is [F:1][CH2:2][CH:3]1[CH2:8][N:7]([C:11]2[CH:16]=[N:15][C:14]([N+:17]([O-:19])=[O:18])=[CH:13][CH:12]=2)[CH2:6][CH2:5][N:4]1[CH3:9]. The yield is 0.760. (5) The reactants are Cl[C:2]1[CH:22]=[CH:21][C:5]([C:6]([NH:8][C:9]2[CH:14]=[CH:13][C:12]([CH:15]3[CH2:20][CH2:19][CH2:18][CH2:17][CH2:16]3)=[CH:11][CH:10]=2)=[O:7])=[CH:4][N:3]=1.O.[NH2:24][NH2:25]. The catalyst is C(O)C. The product is [CH:15]1([C:12]2[CH:13]=[CH:14][C:9]([NH:8][C:6](=[O:7])[C:5]3[CH:21]=[CH:22][C:2]([NH:24][NH2:25])=[N:3][CH:4]=3)=[CH:10][CH:11]=2)[CH2:20][CH2:19][CH2:18][CH2:17][CH2:16]1. The yield is 0.990. (6) The reactants are [CH3:1][N:2]1[C:7](=[O:8])[C:6]([C:9]2[CH2:13][CH:12]([C:14]3[CH:19]=[CH:18][CH:17]=[CH:16][CH:15]=3)[O:11][N:10]=2)=[CH:5][C:4]([C:20]([O:22]C)=[O:21])=[N:3]1.[OH-].[Li+]. The catalyst is CO.C1COCC1.O. The product is [CH3:1][N:2]1[C:7](=[O:8])[C:6]([C:9]2[CH2:13][CH:12]([C:14]3[CH:19]=[CH:18][CH:17]=[CH:16][CH:15]=3)[O:11][N:10]=2)=[CH:5][C:4]([C:20]([OH:22])=[O:21])=[N:3]1. The yield is 0.790. (7) The reactants are [NH2:1][C:2]1[C:3]([Cl:9])=[N:4][CH:5]=[C:6]([Br:8])[CH:7]=1.N1C=CC=CC=1.[C:16]1([S:22](Cl)(=[O:24])=[O:23])[CH:21]=[CH:20][CH:19]=[CH:18][CH:17]=1. The catalyst is ClCCl. The product is [Br:8][C:6]1[CH:7]=[C:2]([NH:1][S:22]([C:16]2[CH:21]=[CH:20][CH:19]=[CH:18][CH:17]=2)(=[O:24])=[O:23])[C:3]([Cl:9])=[N:4][CH:5]=1. The yield is 0.340.